Regression. Given a peptide amino acid sequence and an MHC pseudo amino acid sequence, predict their binding affinity value. This is MHC class I binding data. From a dataset of Peptide-MHC class I binding affinity with 185,985 pairs from IEDB/IMGT. The peptide sequence is NVISSKISY. The MHC is HLA-A03:01 with pseudo-sequence HLA-A03:01. The binding affinity (normalized) is 0.401.